Dataset: Full USPTO retrosynthesis dataset with 1.9M reactions from patents (1976-2016). Task: Predict the reactants needed to synthesize the given product. Given the product [CH3:38][S:39]([OH:42])(=[O:41])=[O:40].[Cl:1][C:2]1[C:7]([C:8]2[C:9](=[O:25])[N:10]([CH2:23][CH3:24])[C:11]3[C:16]([CH:17]=2)=[CH:15][N:14]=[C:13]([NH:18][CH2:19][CH2:20][O:21][CH3:22])[CH:12]=3)=[CH:6][C:5]([NH:26][C:27]([NH:29][C:30]2[CH:35]=[CH:34][CH:33]=[C:32]([F:36])[CH:31]=2)=[O:28])=[C:4]([F:37])[CH:3]=1, predict the reactants needed to synthesize it. The reactants are: [Cl:1][C:2]1[C:7]([C:8]2[C:9](=[O:25])[N:10]([CH2:23][CH3:24])[C:11]3[C:16]([CH:17]=2)=[CH:15][N:14]=[C:13]([NH:18][CH2:19][CH2:20][O:21][CH3:22])[CH:12]=3)=[CH:6][C:5]([NH:26][C:27]([NH:29][C:30]2[CH:35]=[CH:34][CH:33]=[C:32]([F:36])[CH:31]=2)=[O:28])=[C:4]([F:37])[CH:3]=1.[CH3:38][S:39]([OH:42])(=[O:41])=[O:40].